The task is: Predict the reaction yield, written as a fraction of the theoretical maximum amount of product (1.0 means a 100% yield; for example, 0.34 means a 34% yield).. This data is from Reaction yield outcomes from USPTO patents with 853,638 reactions. (1) The reactants are [CH3:1][NH:2][C:3]([C:5]1[NH:6][C:7]2[C:12]([C:13]=1[CH:14]=[CH2:15])=[CH:11][CH:10]=[CH:9][CH:8]=2)=[O:4]. The catalyst is C(OCC)(=O)C.[Pd]. The product is [CH2:14]([C:13]1[C:12]2[C:7](=[CH:8][CH:9]=[CH:10][CH:11]=2)[NH:6][C:5]=1[C:3]([NH:2][CH3:1])=[O:4])[CH3:15]. The yield is 0.900. (2) The reactants are N(C(OC(C)(C)C)=O)=NC(OC(C)(C)C)=O.[OH:17][C@@H:18]1[CH2:22][CH2:21][N:20]([C:23]([O:25][C:26]([CH3:29])([CH3:28])[CH3:27])=[O:24])[CH2:19]1.[F:30][C:31]([F:35])([F:34])[CH2:32]O.C1(P(C2C=CC=CC=2)C2C=CC=CC=2)C=CC=CC=1. The catalyst is C1COCC1. The product is [F:30][C:31]([F:35])([F:34])[CH2:32][O:17][C@H:18]1[CH2:22][CH2:21][N:20]([C:23]([O:25][C:26]([CH3:29])([CH3:28])[CH3:27])=[O:24])[CH2:19]1. The yield is 0.140. (3) The product is [ClH:42].[ClH:42].[CH3:30][N:27]1[CH2:28][CH2:29][C:3]2[N:2]([CH3:1])[C:10]3[CH:9]=[C:8]([N:11]4[CH:16]=[CH:15][C:14]([O:17][CH2:18][C:19]5[CH:24]=[CH:23][CH:22]=[CH:21][N:20]=5)=[CH:13][C:12]4=[O:25])[CH:7]=[CH:6][C:5]=3[C:4]=2[CH2:26]1. No catalyst specified. The yield is 0.980. The reactants are [CH3:1][N:2]1[C:10]2[CH:9]=[C:8]([N:11]3[CH:16]=[CH:15][C:14]([O:17][CH2:18][C:19]4[CH:24]=[CH:23][CH:22]=[CH:21][N:20]=4)=[CH:13][C:12]3=[O:25])[CH:7]=[CH:6][C:5]=2[C:4]2[CH2:26][NH:27][CH2:28][CH2:29][C:3]1=2.[C:30]1(N)C(F)=C(F)C(F)=C(N)C=1F.[ClH:42].Cl.